The task is: Predict which catalyst facilitates the given reaction.. This data is from Catalyst prediction with 721,799 reactions and 888 catalyst types from USPTO. Reactant: [C:1](Cl)(Cl)=[S:2].[NH2:5][C:6]1[C:15]2[C:10](=[CH:11][CH:12]=[CH:13][CH:14]=2)[C:9]([C:16]#[N:17])=[CH:8][CH:7]=1. The catalyst class is: 793. Product: [N:5]([C:6]1[C:15]2[C:10](=[CH:11][CH:12]=[CH:13][CH:14]=2)[C:9]([C:16]#[N:17])=[CH:8][CH:7]=1)=[C:1]=[S:2].